This data is from Forward reaction prediction with 1.9M reactions from USPTO patents (1976-2016). The task is: Predict the product of the given reaction. The product is: [CH3:1][O:2][C:3]1[CH:8]=[CH:7][CH:6]=[CH:5][C:4]=1[CH:9]1[CH2:14][CH2:13][CH2:12][CH2:11][CH:10]1[CH2:15][O:16][S:18]([CH3:17])(=[O:20])=[O:19]. Given the reactants [CH3:1][O:2][C:3]1[CH:8]=[CH:7][CH:6]=[CH:5][C:4]=1[CH:9]1[CH2:14][CH2:13][CH2:12][CH2:11][CH:10]1[CH2:15][OH:16].[CH3:17][S:18](Cl)(=[O:20])=[O:19].CNC1C=CC=C(NC)N=1.CCN(CC)CC, predict the reaction product.